This data is from Forward reaction prediction with 1.9M reactions from USPTO patents (1976-2016). The task is: Predict the product of the given reaction. (1) Given the reactants [Cl:1][C:2]1[C:7]([O:8]C)=[C:6]([O:10][CH3:11])[C:5]([O:12][CH3:13])=[C:4]([O:14]C)[C:3]=1/[CH:16]=[C:17](\[CH3:21])/[C:18]([OH:20])=[O:19], predict the reaction product. The product is: [Cl:1][C:2]1[C:7](=[O:8])[C:6]([O:10][CH3:11])=[C:5]([O:12][CH3:13])[C:4](=[O:14])[C:3]=1/[CH:16]=[C:17](\[CH3:21])/[C:18]([OH:20])=[O:19]. (2) Given the reactants [NH2:1][C:2]1[C:3]([NH:12][CH2:13][CH:14]([O:17][CH3:18])[O:15][CH3:16])=[C:4]([CH:9]=[CH:10][CH:11]=1)[C:5]([O:7][CH3:8])=[O:6].CO[C:21]([C:26]1[CH:31]=[CH:30][CH:29]=[CH:28][CH:27]=1)(OC)OC, predict the reaction product. The product is: [CH3:16][O:15][CH:14]([O:17][CH3:18])[CH2:13][N:12]1[C:3]2[C:4]([C:5]([O:7][CH3:8])=[O:6])=[CH:9][CH:10]=[CH:11][C:2]=2[N:1]=[C:21]1[C:26]1[CH:31]=[CH:30][CH:29]=[CH:28][CH:27]=1. (3) Given the reactants CC([N:5]([C@@H:9]([CH3:13])[CH2:10][C:11]#[N:12])[C:6](=[O:8])[O-:7])(C)C.CS(OC[C@@H](NC(O[C:26]([CH3:29])([CH3:28])[CH3:27])=O)C)(=O)=O.[C-]#N.[K+].C1OCCOCCOCCOCCOCCOC1, predict the reaction product. The product is: [C:11]([CH2:10][C@@H:9]([NH:5][C:6](=[O:8])[O:7][C:26]([CH3:29])([CH3:28])[CH3:27])[CH3:13])#[N:12]. (4) Given the reactants [Cl:1][C:2]1[CH:10]=[C:9]([Cl:11])[CH:8]=[C:7]2[C:3]=1[CH2:4][CH:5]([CH3:13])[C:6]2=O.C1COCC1.CO.[BH4-].[Na+], predict the reaction product. The product is: [Cl:11][C:9]1[CH:8]=[C:7]2[C:3](=[C:2]([Cl:1])[CH:10]=1)[CH2:4][C:5]([CH3:13])=[CH:6]2. (5) Given the reactants [CH2:1]([C:5]1[N:9]([C:10]2[CH:15]=[CH:14][CH:13]=[CH:12][CH:11]=2)[N:8]=[C:7]([C:16](OCC)=[O:17])[CH:6]=1)[CH:2]([CH3:4])[CH3:3].[H-].C([Al+]CC(C)C)C(C)C.Cl, predict the reaction product. The product is: [CH2:1]([C:5]1[N:9]([C:10]2[CH:15]=[CH:14][CH:13]=[CH:12][CH:11]=2)[N:8]=[C:7]([CH:16]=[O:17])[CH:6]=1)[CH:2]([CH3:4])[CH3:3].